From a dataset of Reaction yield outcomes from USPTO patents with 853,638 reactions. Predict the reaction yield, written as a fraction of the theoretical maximum amount of product (1.0 means a 100% yield; for example, 0.34 means a 34% yield). (1) The catalyst is ClCCCl.CCOC(C)=O.CCCCCC. The yield is 0.302. The product is [N:1]1[CH:6]=[CH:5][CH:4]=[CH:3][C:2]=1[S:7][S:8][CH2:9][CH2:10][CH:11]([S:29]([OH:32])(=[O:31])=[O:30])[C:12]([OH:14])=[O:13]. The reactants are [N:1]1[CH:6]=[CH:5][CH:4]=[CH:3][C:2]=1[S:7][S:8][CH2:9][CH2:10][CH2:11][C:12]([OH:14])=[O:13].N1C=CC=CC=1SSC1C=CC=CN=1.[S:29](Cl)(=[O:32])(=[O:31])[OH:30].[OH-].[Na+]. (2) The reactants are [N:1]12[CH2:8][CH2:7][CH:4]([CH2:5][CH2:6]1)[CH:3]([O:9][C:10](=[O:19])[NH:11][C:12]1[CH:17]=[CH:16][CH:15]=[CH:14][C:13]=1Br)[CH2:2]2.[CH3:20][O:21][C:22]1[CH:23]=[C:24](B(O)O)[CH:25]=[CH:26][CH:27]=1. No catalyst specified. The product is [N:1]12[CH2:8][CH2:7][CH:4]([CH2:5][CH2:6]1)[CH:3]([O:9][C:10](=[O:19])[NH:11][C:12]1[CH:17]=[CH:16][CH:15]=[CH:14][C:13]=1[C:26]1[CH:25]=[CH:24][CH:23]=[C:22]([O:21][CH3:20])[CH:27]=1)[CH2:2]2. The yield is 0.850. (3) The catalyst is CN(C=O)C. The yield is 0.260. The product is [NH2:13][C:14]1[C:29]([Cl:30])=[CH:28][C:17]([C:18]([O:20][CH2:21][CH:22]2[CH2:23][CH2:24][N:25]([CH2:4][CH2:3][CH2:2][O:5][C:6]3[CH:11]=[CH:10][C:9]([F:12])=[CH:8][CH:7]=3)[CH2:26][CH2:27]2)=[O:19])=[C:16]([O:31][CH3:32])[CH:15]=1. The reactants are Cl[CH:2]([O:5][C:6]1[CH:11]=[CH:10][C:9]([F:12])=[CH:8][CH:7]=1)[CH2:3][CH3:4].[NH2:13][C:14]1[C:29]([Cl:30])=[CH:28][C:17]([C:18]([O:20][CH2:21][CH:22]2[CH2:27][CH2:26][NH:25][CH2:24][CH2:23]2)=[O:19])=[C:16]([O:31][CH3:32])[CH:15]=1.C(N(CC)CC)C.